Dataset: Full USPTO retrosynthesis dataset with 1.9M reactions from patents (1976-2016). Task: Predict the reactants needed to synthesize the given product. Given the product [C:1]1([CH:7]([C:17]2[CH:22]=[CH:21][CH:20]=[CH:19][CH:18]=2)[O:8][CH2:9][CH2:10][CH:11]2[CH2:16][CH2:15][N:14]([CH2:28][C:27]3[CH:30]=[CH:31][C:24]([I:23])=[CH:25][CH:26]=3)[CH2:13][CH2:12]2)[CH:2]=[CH:3][CH:4]=[CH:5][CH:6]=1, predict the reactants needed to synthesize it. The reactants are: [C:1]1([CH:7]([C:17]2[CH:22]=[CH:21][CH:20]=[CH:19][CH:18]=2)[O:8][CH2:9][CH2:10][CH:11]2[CH2:16][CH2:15][NH:14][CH2:13][CH2:12]2)[CH:6]=[CH:5][CH:4]=[CH:3][CH:2]=1.[I:23][C:24]1[CH:31]=[CH:30][C:27]([CH2:28]Br)=[CH:26][CH:25]=1.C([O-])([O-])=O.[K+].[K+].C([O-])(=O)C([O-])=O.